This data is from Catalyst prediction with 721,799 reactions and 888 catalyst types from USPTO. The task is: Predict which catalyst facilitates the given reaction. (1) Reactant: [N:1]1[CH:6]=[CH:5][CH:4]=[CH:3][C:2]=1[C:7]1[N:8]=[C:9]([NH:17][C:18]2[N:23]=[CH:22][CH:21]=[CH:20][N:19]=2)[S:10][C:11]=1[C:12](OCC)=[O:13].[NH3:24]. Product: [N:1]1[CH:6]=[CH:5][CH:4]=[CH:3][C:2]=1[C:7]1[N:8]=[C:9]([NH:17][C:18]2[N:23]=[CH:22][CH:21]=[CH:20][N:19]=2)[S:10][C:11]=1[C:12]([NH2:24])=[O:13]. The catalyst class is: 5. (2) Reactant: [CH3:1][N:2]([CH3:49])[CH2:3][C:4]([N:6]1[C:14]2[C:9](=[CH:10][C:11]([O:47][CH3:48])=[C:12]([NH:15][C:16]3[N:17]=[C:18]([NH:35][C:36]4[C:41]([C:42]([NH2:44])=[O:43])=[C:40]([F:45])[C:39]([F:46])=[CH:38][CH:37]=4)[C:19]4[CH:24]=[CH:23][N:22](S(C5C=CC(C)=CC=5)(=O)=O)[C:20]=4[N:21]=3)[CH:13]=2)[CH2:8][CH2:7]1)=[O:5].O.[OH-].[Na+]. Product: [CH3:1][N:2]([CH3:49])[CH2:3][C:4]([N:6]1[C:14]2[C:9](=[CH:10][C:11]([O:47][CH3:48])=[C:12]([NH:15][C:16]3[NH:21][C:20]4=[N:22][CH:23]=[CH:24][C:19]4=[C:18]([NH:35][C:36]4[C:41]([C:42]([NH2:44])=[O:43])=[C:40]([F:45])[C:39]([F:46])=[CH:38][CH:37]=4)[N:17]=3)[CH:13]=2)[CH2:8][CH2:7]1)=[O:5]. The catalyst class is: 155. (3) Reactant: [Cl:1][C:2]1[CH:7]=[CH:6][C:5]([C:8]2[N:12]([CH3:13])[NH:11][C:10](=[O:14])[CH:9]=2)=[CH:4][CH:3]=1.Br[CH2:16][C:17]1[C:22]([CH3:23])=[CH:21][CH:20]=[CH:19][C:18]=1[N:24]1[C:28](=[O:29])[N:27]([CH3:30])[N:26]=[N:25]1.C(=O)([O-])[O-].[K+].[K+].C(#N)C. Product: [CH3:13][N:12]1[C:8]([C:5]2[CH:4]=[CH:3][C:2]([Cl:1])=[CH:7][CH:6]=2)=[CH:9][C:10]([O:14][CH2:16][C:17]2[C:22]([CH3:23])=[CH:21][CH:20]=[CH:19][C:18]=2[N:24]2[C:28](=[O:29])[N:27]([CH3:30])[N:26]=[N:25]2)=[N:11]1. The catalyst class is: 6. (4) Reactant: [Cl-].[OH:2][CH2:3][CH2:4][C@@H:5]([C:7]1[N:12]([C:13]2[CH:18]=[CH:17][CH:16]=[CH:15][CH:14]=2)[C:11](=[O:19])[C:10]2=[C:20]([CH3:23])[CH:21]=[CH:22][N:9]2[N:8]=1)[NH3+:6].[Br:24][C:25]1[C:33]2[C:32](Cl)=[N:31][CH:30]=[N:29][C:28]=2[N:27]([CH2:35][O:36][CH2:37][CH2:38][Si:39]([CH3:42])([CH3:41])[CH3:40])[CH:26]=1.[F-].[Cs+].C(N(CC)C(C)C)(C)C. Product: [Br:24][C:25]1[C:33]2[C:32]([NH:6][C@H:5]([C:7]3[N:12]([C:13]4[CH:18]=[CH:17][CH:16]=[CH:15][CH:14]=4)[C:11](=[O:19])[C:10]4=[C:20]([CH3:23])[CH:21]=[CH:22][N:9]4[N:8]=3)[CH2:4][CH2:3][OH:2])=[N:31][CH:30]=[N:29][C:28]=2[N:27]([CH2:35][O:36][CH2:37][CH2:38][Si:39]([CH3:42])([CH3:41])[CH3:40])[CH:26]=1. The catalyst class is: 107.